Predict the reaction yield, written as a fraction of the theoretical maximum amount of product (1.0 means a 100% yield; for example, 0.34 means a 34% yield). From a dataset of Reaction yield outcomes from USPTO patents with 853,638 reactions. (1) The reactants are [O:1]1CCCO[CH:2]1[C:7]1[CH:12]=[C:11]([O:13][CH2:14][CH2:15][CH2:16][CH:17]2[CH2:22][CH2:21][N:20]([CH3:23])[CH2:19][CH2:18]2)[CH:10]=[CH:9][C:8]=1[C:24]1[NH:28][C:27]2[CH:29]=[CH:30][C:31]([F:34])=[C:32]([CH3:33])[C:26]=2[N:25]=1.BrC1C=CC(OCCCC2CCN(C)CC2)=CC=1C1OCCCO1.C([Li])CCC.C([O-])(O)=O.[Na+].O1CCCOC1C1C=C(OCCCC2CCN(C)CC2)C=CC=1C=O.FC1C(C)=C(N)C(N)=CC=1. The catalyst is C1COCC1.CN(C=O)C.O. The product is [F:34][C:31]1[CH:30]=[CH:29][C:27]2[NH:28][C:24]([C:8]3[CH:9]=[CH:10][C:11]([O:13][CH2:14][CH2:15][CH2:16][CH:17]4[CH2:22][CH2:21][N:20]([CH3:23])[CH2:19][CH2:18]4)=[CH:12][C:7]=3[CH2:2][OH:1])=[N:25][C:26]=2[C:32]=1[CH3:33]. The yield is 0.770. (2) The reactants are [F:1][CH:2]([F:32])[O:3][C:4]1[C:9]2[O:10][C:11]3[CH:16]=[CH:15][C:14]([NH:17][S:18]([CH3:21])(=[O:20])=[O:19])=[CH:13][C:12]=3[C:8]=2[C:7]([C:22]2[O:23][CH:24]=[C:25]([C:27]([O:29]CC)=[O:28])[N:26]=2)=[CH:6][CH:5]=1.[OH-].[K+]. The catalyst is C(O)C.O1CCCC1.O. The product is [F:32][CH:2]([F:1])[O:3][C:4]1[C:9]2[O:10][C:11]3[CH:16]=[CH:15][C:14]([NH:17][S:18]([CH3:21])(=[O:20])=[O:19])=[CH:13][C:12]=3[C:8]=2[C:7]([C:22]2[O:23][CH:24]=[C:25]([C:27]([OH:29])=[O:28])[N:26]=2)=[CH:6][CH:5]=1. The yield is -0.984. (3) The reactants are [O:1]=[S:2]1(=[O:25])[CH2:7][CH2:6][N:5]([CH2:8][C:9]2[CH:14]=[CH:13][C:12]([C:15]3[N:20]4[N:21]=[C:22]([NH2:24])[N:23]=[C:19]4[CH:18]=[CH:17][CH:16]=3)=[CH:11][CH:10]=2)[CH2:4][CH2:3]1.Br[C:27]1[CH:32]=[CH:31][C:30]([O:33][CH3:34])=[CH:29][CH:28]=1. No catalyst specified. The product is [O:25]=[S:2]1(=[O:1])[CH2:3][CH2:4][N:5]([CH2:8][C:9]2[CH:14]=[CH:13][C:12]([C:15]3[N:20]4[N:21]=[C:22]([NH:24][C:27]5[CH:32]=[CH:31][C:30]([O:33][CH3:34])=[CH:29][CH:28]=5)[N:23]=[C:19]4[CH:18]=[CH:17][CH:16]=3)=[CH:11][CH:10]=2)[CH2:6][CH2:7]1. The yield is 0.420. (4) The reactants are [CH3:1][O:2][C:3](=[O:16])[CH2:4][C:5]1[CH:6]=[N:7][C:8]([CH2:14][CH3:15])=[C:9]([CH2:11][C:12]#[N:13])[CH:10]=1.Cl.N[C:19]1[C:24]([F:25])=[C:23]([F:26])[CH:22]=[C:21]([F:27])[C:20]=1[SH:28]. No catalyst specified. The product is [CH3:1][O:2][C:3](=[O:16])[CH2:4][C:5]1[CH:6]=[N:7][C:8]([CH2:14][CH3:15])=[C:9]([CH2:11][C:12]2[S:28][C:20]3[C:21]([F:27])=[CH:22][C:23]([F:26])=[C:24]([F:25])[C:19]=3[N:13]=2)[CH:10]=1. The yield is 0.790.